This data is from Reaction yield outcomes from USPTO patents with 853,638 reactions. The task is: Predict the reaction yield, written as a fraction of the theoretical maximum amount of product (1.0 means a 100% yield; for example, 0.34 means a 34% yield). (1) The reactants are [BH4-].[K+].[Br:3][C:4]1[CH:13]=[CH:12][C:11]([N+:14]([O-])=O)=[C:10]2[C:5]=1[CH2:6][CH2:7][CH2:8][C:9]2=[O:17]. The catalyst is CO. The product is [NH2:14][C:11]1[CH:12]=[CH:13][C:4]([Br:3])=[C:5]2[C:10]=1[CH:9]([OH:17])[CH2:8][CH2:7][CH2:6]2. The yield is 0.700. (2) The reactants are [H-].[Na+].[CH2:3]([O:10][C:11]([N:13]([CH2:15][C:16]1[C:24]2[C:19](=[CH:20][CH:21]=[CH:22][CH:23]=2)[NH:18][CH:17]=1)[CH3:14])=[O:12])[C:4]1[CH:9]=[CH:8][CH:7]=[CH:6][CH:5]=1.[CH2:25](Br)[C:26]1[CH:31]=[CH:30][CH:29]=[CH:28][CH:27]=1. The catalyst is CN(C=O)C.O. The product is [CH2:3]([O:10][C:11]([N:13]([CH2:15][C:16]1[C:24]2[C:19](=[CH:20][CH:21]=[CH:22][CH:23]=2)[N:18]([CH2:25][C:26]2[CH:31]=[CH:30][CH:29]=[CH:28][CH:27]=2)[CH:17]=1)[CH3:14])=[O:12])[C:4]1[CH:9]=[CH:8][CH:7]=[CH:6][CH:5]=1. The yield is 0.930. (3) The reactants are [OH:1][N:2]=[C:3]([Cl:14])[C@H:4]1[CH2:8][O:7][C:6]2([CH2:13][CH2:12][CH2:11][CH2:10][CH2:9]2)[O:5]1.[CH3:15][S:16](Cl)(=[O:18])=[O:17].C(N(C(C)C)C(C)C)C. The catalyst is C1COCC1. The product is [CH3:15][S:16]([O:1][N:2]=[C:3]([Cl:14])[C@H:4]1[CH2:8][O:7][C:6]2([CH2:13][CH2:12][CH2:11][CH2:10][CH2:9]2)[O:5]1)(=[O:18])=[O:17]. The yield is 0.738. (4) The reactants are [Cl:1][C:2]1[CH:3]=[CH:4][C:5]([CH2:9][OH:10])=[C:6]([OH:8])[CH:7]=1.Br[CH2:12][CH2:13][C:14]1[CH:19]=[CH:18][CH:17]=[CH:16][CH:15]=1.C([O-])([O-])=O.[K+].[K+]. The catalyst is CN(C=O)C. The product is [Cl:1][C:2]1[CH:3]=[CH:4][C:5]([CH2:9][OH:10])=[C:6]([O:8][CH:13]([C:14]2[CH:19]=[CH:18][CH:17]=[CH:16][CH:15]=2)[CH3:12])[CH:7]=1. The yield is 0.770. (5) The catalyst is ClCCl. The reactants are C([O:3][C:4](=O)[C:5]1[CH:10]=[C:9]([O:11][CH2:12][CH3:13])[C:8]([Cl:14])=[C:7]([O:15][CH2:16][CH3:17])[CH:6]=1)C.[H-].C([Al+]CC(C)C)C(C)C. The yield is 0.950. The product is [Cl:14][C:8]1[C:9]([O:11][CH2:12][CH3:13])=[CH:10][C:5]([CH2:4][OH:3])=[CH:6][C:7]=1[O:15][CH2:16][CH3:17]. (6) The reactants are ClC(Cl)(OC(=O)OC(Cl)(Cl)Cl)Cl.[F:13][C:14]([F:27])([F:26])[C:15]1[CH:24]=[C:23]2[C:18]([C@@H:19]([NH2:25])[CH2:20][CH2:21][O:22]2)=[CH:17][CH:16]=1.C(N(CC)C(C)C)(C)C.[N-:37]=[C:38]=[O:39].Cl.[C:41]([O:44][C@@H:45]1[CH2:49][C@H:48]([C:50]2[N:54]([CH2:55][C:56]3[CH:61]=[CH:60][C:59]([Cl:62])=[CH:58][CH:57]=3)[C:53]([CH3:63])=[N:52][N:51]=2)N[CH2:46]1)(=[O:43])[CH3:42]. The catalyst is ClCCl. The product is [C:41]([O:44][C@@H:45]1[CH2:49][C@H:48]([C:50]2[N:54]([CH2:55][C:56]3[CH:57]=[CH:58][C:59]([Cl:62])=[CH:60][CH:61]=3)[C:53]([CH3:63])=[N:52][N:51]=2)[N:37]([C:38](=[O:39])[NH:25][C@@H:19]2[C:18]3[C:23](=[CH:24][C:15]([C:14]([F:13])([F:26])[F:27])=[CH:16][CH:17]=3)[O:22][CH2:21][CH2:20]2)[CH2:46]1)(=[O:43])[CH3:42]. The yield is 1.00. (7) The catalyst is C(O)C.O1CCOCC1.C(OCC)(=O)C.C1C=CC(P(C2C=CC=CC=2)[C-]2C=CC=C2)=CC=1.C1C=CC(P(C2C=CC=CC=2)[C-]2C=CC=C2)=CC=1.Cl[Pd]Cl.[Fe+2]. The yield is 0.0700. The product is [CH3:45][C:42]([C:38]1[CH:37]=[C:36]([S:33]([N:21]2[C:22]3[C:27](=[CH:26][C:25]([C:29]([F:30])([F:31])[F:32])=[CH:24][CH:23]=3)[CH:28]=[C:20]2[CH2:19][C:3]2[O:7][C:6]([C:8]([OH:10])=[O:9])=[CH:5][CH:4]=2)(=[O:34])=[O:35])[CH:41]=[CH:40][CH:39]=1)([CH3:43])[CH3:44]. The reactants are OB(O)[C:3]1[O:7][C:6]([C:8]([OH:10])=[O:9])=[CH:5][CH:4]=1.C(=O)([O-])[O-].[K+].[K+].Br[CH2:19][C:20]1[N:21]([S:33]([C:36]2[CH:41]=[CH:40][CH:39]=[C:38]([C:42]([CH3:45])([CH3:44])[CH3:43])[CH:37]=2)(=[O:35])=[O:34])[C:22]2[C:27]([CH:28]=1)=[CH:26][C:25]([C:29]([F:32])([F:31])[F:30])=[CH:24][CH:23]=2.